This data is from Reaction yield outcomes from USPTO patents with 853,638 reactions. The task is: Predict the reaction yield, written as a fraction of the theoretical maximum amount of product (1.0 means a 100% yield; for example, 0.34 means a 34% yield). (1) The reactants are COC([C:5]1([C:18]2[C:27]3[C:22](=[CH:23][C:24]([O:30][CH3:31])=[C:25]([O:28][CH3:29])[CH:26]=3)[N:21]=[CH:20][N:19]=2)[CH2:10][CH2:9][N:8](C(OC(C)(C)C)=O)[CH2:7][CH2:6]1)=O.CO.[OH-].[K+]. The catalyst is O.Cl. The product is [CH3:29][O:28][C:25]1[CH:26]=[C:27]2[C:22](=[CH:23][C:24]=1[O:30][CH3:31])[N:21]=[CH:20][N:19]=[C:18]2[CH:5]1[CH2:10][CH2:9][NH:8][CH2:7][CH2:6]1. The yield is 0.760. (2) The reactants are Cl.[NH2:2][C@H:3]1[CH2:8][CH2:7][C@H:6]([C:9]([NH:11][CH2:12][CH2:13][NH:14][C:15]([C:17]2[C:18]([C:28]([F:31])([F:30])[F:29])=[N:19][N:20]([C:22]3[CH:27]=[CH:26][CH:25]=[CH:24][CH:23]=3)[CH:21]=2)=[O:16])=[O:10])[CH2:5][CH2:4]1.[C:32](O)(=[O:39])[C:33]1[CH:38]=[CH:37][CH:36]=[CH:35][CH:34]=1.CCN=C=NCCCN(C)C.Cl.C1C=CC2N(O)N=NC=2C=1.O.C(N(CC)CC)C. The catalyst is C(Cl)Cl. The product is [C:32]([NH:2][C@H:3]1[CH2:8][CH2:7][C@H:6]([C:9]([NH:11][CH2:12][CH2:13][NH:14][C:15]([C:17]2[C:18]([C:28]([F:31])([F:30])[F:29])=[N:19][N:20]([C:22]3[CH:23]=[CH:24][CH:25]=[CH:26][CH:27]=3)[CH:21]=2)=[O:16])=[O:10])[CH2:5][CH2:4]1)(=[O:39])[C:33]1[CH:38]=[CH:37][CH:36]=[CH:35][CH:34]=1. The yield is 0.670. (3) The reactants are Br[C:2]1[CH:3]=[C:4]([C:8]2[CH:9]=[C:10]3[C:15](=[C:16]([NH2:18])[N:17]=2)[CH:14]=[N:13][C:12]2[CH:19]=[C:20]([O:25][CH3:26])[C:21]([O:23][CH3:24])=[CH:22][C:11]3=2)[CH:5]=[N:6][CH:7]=1.C(OC(=O)[NH:33][CH2:34][C:35]1[CH:40]=[CH:39][CH:38]=[CH:37][C:36]=1[NH2:41])(C)(C)C.[O-]P([O-])([O-])=O.[K+].[K+].[K+].C1(P(C2CCCCC2)C2C=CC=CC=2C2C=CC=CC=2N(C)C)CCCCC1.Cl. The catalyst is CS(C)=O.C(OCC)(=O)C.C1C=CC(/C=C/C(/C=C/C2C=CC=CC=2)=O)=CC=1.C1C=CC(/C=C/C(/C=C/C2C=CC=CC=2)=O)=CC=1.C1C=CC(/C=C/C(/C=C/C2C=CC=CC=2)=O)=CC=1.[Pd].[Pd]. The product is [NH2:33][CH2:34][C:35]1[CH:40]=[CH:39][CH:38]=[CH:37][C:36]=1[NH:41][C:2]1[CH:3]=[C:4]([C:8]2[CH:9]=[C:10]3[C:15](=[C:16]([NH2:18])[N:17]=2)[CH:14]=[N:13][C:12]2[CH:19]=[C:20]([O:25][CH3:26])[C:21]([O:23][CH3:24])=[CH:22][C:11]3=2)[CH:5]=[N:6][CH:7]=1. The yield is 0.100. (4) The reactants are C([S:3]([C:6]1[CH:13]=CC([N+]([O-])=O)=C[C:7]=1C#N)(=[O:5])=[O:4])C.F[C:18]1[CH:25]=[CH:24][C:23]([N+:26]([O-:28])=[O:27])=[CH:22][C:19]=1[C:20]#[N:21].[CH3:29]C(S)(C)C.C1C=C(Cl)C=C(C(OO)=O)C=1. No catalyst specified. The product is [C:6]([S:3]([C:18]1[CH:25]=[CH:24][C:23]([N+:26]([O-:28])=[O:27])=[CH:22][C:19]=1[C:20]#[N:21])(=[O:5])=[O:4])([CH3:13])([CH3:29])[CH3:7]. The yield is 0.880. (5) The reactants are [Cl:1][CH2:2][CH2:3][CH2:4][O:5][C:6]1[CH:11]=[CH:10][C:9]([C:12]2[O:13][CH:14]=[C:15]([C:17]([OH:19])=O)[N:16]=2)=[CH:8][CH:7]=1.[NH:20]1[CH2:25][CH2:24][O:23][CH2:22][CH2:21]1.C(N(CC)CC)C.Cl.CN(C)CCCN=C=NCC.ON1C2C=CC=CC=2N=N1. The catalyst is ClCCl. The product is [Cl:1][CH2:2][CH2:3][CH2:4][O:5][C:6]1[CH:7]=[CH:8][C:9]([C:12]2[O:13][CH:14]=[C:15]([C:17]([N:20]3[CH2:25][CH2:24][O:23][CH2:22][CH2:21]3)=[O:19])[N:16]=2)=[CH:10][CH:11]=1. The yield is 0.980.